Dataset: Catalyst prediction with 721,799 reactions and 888 catalyst types from USPTO. Task: Predict which catalyst facilitates the given reaction. Reactant: [Cl:1][C:2]1[CH:20]=[C:19]([O:21][CH2:22][CH:23]=[C:24]([Cl:26])[Cl:25])[CH:18]=[C:17]([Cl:27])[C:3]=1[O:4][CH2:5][CH2:6][CH2:7][O:8][C:9]1[CH:10]=[C:11]([CH:14]=[CH:15][CH:16]=1)[CH:12]=O.Cl.[CH2:29]([O:31][NH2:32])[CH3:30].Cl. Product: [CH2:29]([O:31][N:32]=[CH:12][C:11]1[CH:14]=[CH:15][CH:16]=[C:9]([O:8][CH2:7][CH2:6][CH2:5][O:4][C:3]2[C:2]([Cl:1])=[CH:20][C:19]([O:21][CH2:22][CH:23]=[C:24]([Cl:26])[Cl:25])=[CH:18][C:17]=2[Cl:27])[CH:10]=1)[CH3:30]. The catalyst class is: 17.